From a dataset of Forward reaction prediction with 1.9M reactions from USPTO patents (1976-2016). Predict the product of the given reaction. (1) Given the reactants [CH3:1][O:2][C:3]([C:5]1[C:10]([CH3:11])=[CH:9][C:8](=[O:12])[N:7]([NH2:13])[C:6]=1[CH3:14])=[O:4].[CH:15](=O)[CH2:16][CH3:17].[BH4-].[Na+], predict the reaction product. The product is: [CH3:1][O:2][C:3]([C:5]1[C:10]([CH3:11])=[CH:9][C:8](=[O:12])[N:7]([NH:13][CH2:15][CH2:16][CH3:17])[C:6]=1[CH3:14])=[O:4]. (2) The product is: [NH2:52][C:45]1[C:46]2[C:51](=[CH:50][CH:49]=[CH:48][CH:47]=2)[C:42]([C:5]2[N:4]=[C:3]3[C:8]([N:9]=[C:10]([CH2:11][N:12]4[CH2:13][CH2:14][CH:15]([C:18]([OH:21])([CH3:20])[CH3:19])[CH2:16][CH2:17]4)[N:2]3[CH3:1])=[C:7]([N:22]3[CH2:23][CH2:24][O:25][CH2:26][CH2:27]3)[N:6]=2)=[CH:43][N:44]=1. Given the reactants [CH3:1][N:2]1[C:10]([CH2:11][N:12]2[CH2:17][CH2:16][CH:15]([C:18]([OH:21])([CH3:20])[CH3:19])[CH2:14][CH2:13]2)=[N:9][C:8]2[C:3]1=[N:4][C:5]([Sn](CCCC)(CCCC)CCCC)=[N:6][C:7]=2[N:22]1[CH2:27][CH2:26][O:25][CH2:24][CH2:23]1.Br[C:42]1[C:51]2[C:46](=[CH:47][CH:48]=[CH:49][CH:50]=2)[C:45]([NH2:52])=[N:44][CH:43]=1, predict the reaction product.